The task is: Predict which catalyst facilitates the given reaction.. This data is from Catalyst prediction with 721,799 reactions and 888 catalyst types from USPTO. (1) Reactant: [OH-:1].[K+].[C:3]1([C:9]2([C:12]#N)[CH2:11][CH2:10]2)[CH:8]=[CH:7][CH:6]=[CH:5][CH:4]=1.[OH2:14]. Product: [C:3]1([C:9]2([C:12]([OH:14])=[O:1])[CH2:11][CH2:10]2)[CH:8]=[CH:7][CH:6]=[CH:5][CH:4]=1. The catalyst class is: 8. (2) Reactant: [Cl:1][C:2]1[N:7]=[C:6]([C:8]2[NH:9][C:10]3[C:15]([CH:16]=2)=[C:14]([F:17])[CH:13]=[CH:12][CH:11]=3)[C:5]([CH2:18][CH2:19]O)=[CH:4][CH:3]=1.N(C(OC(C)C)=O)=NC(OC(C)C)=O.C1C=CC(P(C2C=CC=CC=2)C2C=CC=CC=2)=CC=1. Product: [Cl:1][C:2]1[CH:3]=[CH:4][C:5]2[CH2:18][CH2:19][N:9]3[C:10]4[CH:11]=[CH:12][CH:13]=[C:14]([F:17])[C:15]=4[CH:16]=[C:8]3[C:6]=2[N:7]=1. The catalyst class is: 1.